From a dataset of Forward reaction prediction with 1.9M reactions from USPTO patents (1976-2016). Predict the product of the given reaction. (1) The product is: [Cl:19][C:20]1[N:21]=[CH:22][N:23]([C:25]2[CH:31]=[CH:30][C:28]([NH:29][C:2]3[N:3]=[C:4]([NH:17][C:18]4[CH:9]=[C:8]([CH:11]([CH3:16])[CH3:12])[CH:6]=[CH:5][C:35]=4[CH3:34])[C:5]4[CH2:10][CH2:9][CH:8]([C:11]5[CH:16]=[CH:15][CH:14]=[CH:13][CH:12]=5)[C:6]=4[N:7]=3)=[CH:27][C:26]=2[O:32][CH3:33])[CH:24]=1. Given the reactants Cl[C:2]1[N:3]=[C:4]([NH:17][CH3:18])[C:5]2[CH2:10][CH2:9][CH:8]([C:11]3[CH:16]=[CH:15][CH:14]=[CH:13][CH:12]=3)[C:6]=2[N:7]=1.[Cl:19][C:20]1[N:21]=[CH:22][N:23]([C:25]2[CH:31]=[CH:30][C:28]([NH2:29])=[CH:27][C:26]=2[O:32][CH3:33])[CH:24]=1.[CH3:34][C:35](O)=O.[OH-].[Na+], predict the reaction product. (2) The product is: [NH2:12][C@H:8]1[CH2:7][O:6][CH2:5][C@H:4]([O:23][CH2:24][CH:25]([CH3:26])[CH3:27])[C@@H:3]([O:28][CH2:29][CH:30]([CH3:32])[CH3:31])[C@H:2]([CH3:1])[O:10][C:9]1=[O:11]. Given the reactants [CH3:1][C@@H:2]1[O:10][C:9](=[O:11])[C@@H:8]([NH:12]C(=O)OCC2C=CC=CC=2)[CH2:7][O:6][CH2:5][C@H:4]([O:23][CH2:24][C:25]([CH3:27])=[CH2:26])[C@H:3]1[O:28][CH2:29][C:30]([CH3:32])=[CH2:31], predict the reaction product. (3) Given the reactants [F:1][C:2]1[CH:7]=[CH:6][CH:5]=[CH:4][CH:3]=1.[C:8]([N:11]1[C:20]2[C:15](=[CH:16][C:17]([NH:21]C(OC(C)(C)C)=O)=[CH:18][CH:19]=2)[C:14]([CH3:29])=[CH:13][C:12]1([CH3:31])[CH3:30])(=[O:10])[CH3:9].[Al+3].[Cl-].[Cl-].[Cl-], predict the reaction product. The product is: [C:8]([N:11]1[C:20]2[C:15](=[CH:16][C:17]([NH2:21])=[CH:18][CH:19]=2)[C:14]([C:5]2[CH:6]=[CH:7][C:2]([F:1])=[CH:3][CH:4]=2)([CH3:29])[CH2:13][C:12]1([CH3:30])[CH3:31])(=[O:10])[CH3:9]. (4) The product is: [CH3:4][C:2](=[CH2:3])[C:1]([NH:14][C:13]1[CH:15]=[CH:16][C:10]([N+:7]([O-:9])=[O:8])=[CH:11][CH:12]=1)=[O:5]. Given the reactants [C:1](Cl)(=[O:5])[C:2]([CH3:4])=[CH2:3].[N+:7]([C:10]1[CH:16]=[CH:15][C:13]([NH2:14])=[CH:12][CH:11]=1)([O-:9])=[O:8].C([O-])([O-])=O.[Na+].[Na+], predict the reaction product.